This data is from Forward reaction prediction with 1.9M reactions from USPTO patents (1976-2016). The task is: Predict the product of the given reaction. Given the reactants N#N.[CH3:3][C:4]1[O:5][C:6]([C:12]2[CH:13]=[C:14]([CH3:18])[CH:15]=[CH:16][CH:17]=2)=[C:7]([C:9]([OH:11])=O)[N:8]=1.C1C=CC2N(O)N=NC=2C=1.C(Cl)CCl.CCN(C(C)C)C(C)C.[CH3:42][O:43][CH2:44][C:45]1[N:46]=[C:47]([CH2:50][N:51]2[N:55]=[C:54]([NH2:56])[CH:53]=[N:52]2)[O:48][CH:49]=1, predict the reaction product. The product is: [CH3:42][O:43][CH2:44][C:45]1[N:46]=[C:47]([CH2:50][N:51]2[N:55]=[C:54]([NH:56][C:9]([C:7]3[N:8]=[C:4]([CH3:3])[O:5][C:6]=3[C:12]3[CH:13]=[C:14]([CH3:18])[CH:15]=[CH:16][CH:17]=3)=[O:11])[CH:53]=[N:52]2)[O:48][CH:49]=1.